This data is from CYP2C9 inhibition data for predicting drug metabolism from PubChem BioAssay. The task is: Regression/Classification. Given a drug SMILES string, predict its absorption, distribution, metabolism, or excretion properties. Task type varies by dataset: regression for continuous measurements (e.g., permeability, clearance, half-life) or binary classification for categorical outcomes (e.g., BBB penetration, CYP inhibition). Dataset: cyp2c9_veith. (1) The drug is O=S(=O)(c1cccc(C(F)(F)F)c1)N1CCC(c2cc(-c3cccc4ccccc34)n[nH]2)CC1. The result is 0 (non-inhibitor). (2) The compound is Cc1onc(-c2ccccc2Cl)c1C(=O)NCC(=O)O. The result is 0 (non-inhibitor).